Predict which catalyst facilitates the given reaction. From a dataset of Catalyst prediction with 721,799 reactions and 888 catalyst types from USPTO. (1) Reactant: ClC1C=CC=C(C(OO)=[O:9])C=1.[CH3:12][O:13][C:14]1[CH:15]=[C:16]([N:22]2[CH2:27][CH2:26][N:25]([C:28]([C:30]3[N:31]=[C:32]([S:41][CH3:42])[NH:33][C:34]=3[C:35]3[CH:40]=[CH:39][CH:38]=[CH:37][CH:36]=3)=[O:29])[CH2:24][CH2:23]2)[CH:17]=[C:18]([O:20][CH3:21])[CH:19]=1. Product: [CH3:12][O:13][C:14]1[CH:15]=[C:16]([N:22]2[CH2:23][CH2:24][N:25]([C:28]([C:30]3[N:31]=[C:32]([S:41]([CH3:42])=[O:9])[NH:33][C:34]=3[C:35]3[CH:36]=[CH:37][CH:38]=[CH:39][CH:40]=3)=[O:29])[CH2:26][CH2:27]2)[CH:17]=[C:18]([O:20][CH3:21])[CH:19]=1. The catalyst class is: 4. (2) Reactant: CON(C)[C:4]([C:6]1[CH:20]=[CH:19][C:9]2[N:10]=[C:11]([C:13]3[CH:18]=[CH:17][CH:16]=[CH:15][CH:14]=3)[O:12][C:8]=2[CH:7]=1)=[O:5].[CH2:22]([Mg]Cl)[CH2:23][CH3:24]. Product: [C:13]1([C:11]2[O:12][C:8]3[CH:7]=[C:6]([C:4](=[O:5])[CH2:22][CH2:23][CH3:24])[CH:20]=[CH:19][C:9]=3[N:10]=2)[CH:14]=[CH:15][CH:16]=[CH:17][CH:18]=1. The catalyst class is: 1. (3) Reactant: C([O:3][C:4]([CH:6]1[CH2:15][CH2:14][C:13]2[C:8](=[CH:9][CH:10]=[C:11]([OH:16])[CH:12]=2)[CH2:7]1)=O)C.CC(C[AlH]CC(C)C)C. Product: [OH:16][C:11]1[CH:12]=[C:13]2[C:8](=[CH:9][CH:10]=1)[CH2:7][CH:6]([CH2:4][OH:3])[CH2:15][CH2:14]2. The catalyst class is: 1.